This data is from Full USPTO retrosynthesis dataset with 1.9M reactions from patents (1976-2016). The task is: Predict the reactants needed to synthesize the given product. (1) Given the product [Cl:23][CH2:19][C:10]1[CH:9]=[N:8][C:7]2[N:3]([CH2:1][CH3:2])[N:4]=[CH:5][C:6]=2[C:11]=1[NH:12][CH:13]1[CH2:18][CH2:17][O:16][CH2:15][CH2:14]1, predict the reactants needed to synthesize it. The reactants are: [CH2:1]([N:3]1[C:7]2=[N:8][CH:9]=[C:10]([CH2:19]O)[C:11]([NH:12][CH:13]3[CH2:18][CH2:17][O:16][CH2:15][CH2:14]3)=[C:6]2[CH:5]=[N:4]1)[CH3:2].S(Cl)([Cl:23])=O. (2) Given the product [Cl:37][C:34]1[S:33][C:32]([C:30]2[O:29][N:28]=[C:27]([CH2:26][N:12]3[C:8]4=[CH:7][S:6][C:5]([C:3]([OH:2])=[O:4])=[C:9]4[N:10]=[C:11]3[C:13](=[O:24])[NH:14][CH:15]3[CH2:16][CH2:17][N:18]([CH:21]([CH3:22])[CH3:23])[CH2:19][CH2:20]3)[CH:31]=2)=[CH:36][CH:35]=1.[Cl:37][C:34]1[S:33][C:32]([C:30]2[O:29][N:28]=[C:27]([CH2:26][N:10]3[C:9]4=[C:5]([C:3]([OH:2])=[O:4])[S:6][CH:7]=[C:8]4[N:12]=[C:11]3[C:13](=[O:24])[NH:14][CH:15]3[CH2:20][CH2:19][N:18]([CH:21]([CH3:22])[CH3:23])[CH2:17][CH2:16]3)[CH:31]=2)=[CH:36][CH:35]=1, predict the reactants needed to synthesize it. The reactants are: C[O:2][C:3]([C:5]1[S:6][CH:7]=[C:8]2[NH:12][C:11]([C:13](=[O:24])[NH:14][CH:15]3[CH2:20][CH2:19][N:18]([CH:21]([CH3:23])[CH3:22])[CH2:17][CH2:16]3)=[N:10][C:9]=12)=[O:4].Br[CH2:26][C:27]1[CH:31]=[C:30]([C:32]2[S:33][C:34]([Cl:37])=[CH:35][CH:36]=2)[O:29][N:28]=1.CC#N.O.